From a dataset of Forward reaction prediction with 1.9M reactions from USPTO patents (1976-2016). Predict the product of the given reaction. (1) Given the reactants C(NC(C)C)(C)C.C([Li])CCC.CCCCCC.CN1C(=O)N(C)CCC1.[CH:28]1([C:38]([O:40][CH3:41])=[O:39])[CH2:33][CH2:32][CH2:31][CH:30]([C:34]([O:36][CH3:37])=[O:35])[CH2:29]1.[I:42][CH2:43]I, predict the reaction product. The product is: [I:42][CH2:43][C:30]1([C:34]([O:36][CH3:37])=[O:35])[CH2:31][CH2:32][CH2:33][CH:28]([C:38]([O:40][CH3:41])=[O:39])[CH2:29]1. (2) Given the reactants FC(F)(F)C(O)=O.[OH:8][C:9]1([CH2:15][N:16]2[C:21](=[O:22])[C:20]3=[CH:23][CH:24]=[CH:25][N:19]3[N:18]=[CH:17]2)[CH2:14][CH2:13][NH:12][CH2:11][CH2:10]1.[C:26]1([C:32]2[O:33][C:34]([C:37](O)=[O:38])=[CH:35][N:36]=2)[CH:31]=[CH:30][CH:29]=[CH:28][CH:27]=1.CCN(C(C)C)C(C)C.CN(C(ON1N=NC2C=CC=NC1=2)=[N+](C)C)C.F[P-](F)(F)(F)(F)F, predict the reaction product. The product is: [OH:8][C:9]1([CH2:15][N:16]2[C:21](=[O:22])[C:20]3=[CH:23][CH:24]=[CH:25][N:19]3[N:18]=[CH:17]2)[CH2:10][CH2:11][N:12]([C:37]([C:34]2[O:33][C:32]([C:26]3[CH:27]=[CH:28][CH:29]=[CH:30][CH:31]=3)=[N:36][CH:35]=2)=[O:38])[CH2:13][CH2:14]1. (3) The product is: [Cl:10][CH2:11][C:12]1[C:5]2[C:3](=[C:2]([CH3:1])[C:8]([OH:9])=[CH:7][CH:6]=2)[O:4][C:14](=[O:15])[CH:13]=1. Given the reactants [CH3:1][C:2]1[C:8]([OH:9])=[CH:7][CH:6]=[CH:5][C:3]=1[OH:4].[Cl:10][CH2:11][C:12](=O)[CH2:13][C:14](OCC)=[O:15].O, predict the reaction product. (4) The product is: [NH2:1][C:2]1[CH:3]=[C:4]([CH2:8][CH2:9][C:10]2[CH:15]=[CH:14][N:13]=[C:12]([NH:16][C:17](=[O:23])[O:18][C:19]([CH3:21])([CH3:20])[CH3:22])[CH:11]=2)[CH:5]=[CH:6][CH:7]=1. Given the reactants [NH2:1][C:2]1[CH:3]=[C:4]([C:8]#[C:9][C:10]2[CH:15]=[CH:14][N:13]=[C:12]([NH:16][C:17](=[O:23])[O:18][C:19]([CH3:22])([CH3:21])[CH3:20])[CH:11]=2)[CH:5]=[CH:6][CH:7]=1, predict the reaction product.